This data is from Reaction yield outcomes from USPTO patents with 853,638 reactions. The task is: Predict the reaction yield, written as a fraction of the theoretical maximum amount of product (1.0 means a 100% yield; for example, 0.34 means a 34% yield). The reactants are Cl.[O:2]=[C:3]1[NH:12][C:11]2[N:10]=[CH:9][C:8](/[CH:13]=[CH:14]/[C:15]([OH:17])=O)=[CH:7][C:6]=2[CH2:5][CH2:4]1.Cl.[S:19]1[CH:23]=[CH:22][CH:21]=[C:20]1[CH2:24][O:25][CH:26]1[CH2:29][NH:28][CH2:27]1.CCN(C(C)C)C(C)C.CCN=C=NCCCN(C)C. The catalyst is CN(C=O)C. The product is [O:17]=[C:15]([N:28]1[CH2:29][CH:26]([O:25][CH2:24][C:20]2[S:19][CH:23]=[CH:22][CH:21]=2)[CH2:27]1)/[CH:14]=[CH:13]/[C:8]1[CH:7]=[C:6]2[C:11](=[N:10][CH:9]=1)[NH:12][C:3](=[O:2])[CH2:4][CH2:5]2. The yield is 0.180.